Predict the reactants needed to synthesize the given product. From a dataset of Full USPTO retrosynthesis dataset with 1.9M reactions from patents (1976-2016). (1) The reactants are: CC(C)([O-])C.[Na+].[CH3:7][CH:8]([N:10]1[CH2:15][CH2:14][CH:13]([CH2:16][CH:17]2[CH2:22][CH2:21][NH:20][CH2:19][CH2:18]2)[CH2:12][CH2:11]1)[CH3:9].Br[C:24]1[CH:29]=[CH:28][C:27]([C:30]2[O:34][N:33]=[C:32]([CH3:35])[N:31]=2)=[CH:26][C:25]=1[F:36]. Given the product [NH3:10].[F:36][C:25]1[CH:26]=[C:27]([C:30]2[O:34][N:33]=[C:32]([CH3:35])[N:31]=2)[CH:28]=[CH:29][C:24]=1[N:20]1[CH2:21][CH2:22][CH:17]([CH2:16][CH:13]2[CH2:12][CH2:11][N:10]([CH:8]([CH3:9])[CH3:7])[CH2:15][CH2:14]2)[CH2:18][CH2:19]1, predict the reactants needed to synthesize it. (2) Given the product [CH2:24]([O:23][C:21]1[CH:22]=[C:17]([N:14]2[CH2:15][CH2:16][C:12]3([NH:8][CH2:9][CH2:10][CH2:11]3)[CH2:13]2)[CH:18]=[N:19][CH:20]=1)[CH3:25], predict the reactants needed to synthesize it. The reactants are: C([N:8]1[C:12]2([CH2:16][CH2:15][N:14]([C:17]3[CH:18]=[N:19][CH:20]=[C:21]([O:23][CH2:24][CH3:25])[CH:22]=3)[CH2:13]2)[CH2:11][CH2:10][CH2:9]1)C1C=CC=CC=1.Cl.[H][H]. (3) Given the product [Br:10][C:11]1[CH:16]=[CH:15][CH:14]=[C:13]([CH2:6][C:5]2[CH:8]=[CH:9][C:2]([F:1])=[CH:3][CH:4]=2)[N:12]=1, predict the reactants needed to synthesize it. The reactants are: [F:1][C:2]1[CH:9]=[CH:8][C:5]([CH2:6]Br)=[CH:4][CH:3]=1.[Br:10][C:11]1[CH:16]=[CH:15][CH:14]=[C:13](Br)[N:12]=1.C(=O)(O)[O-].[Na+]. (4) The reactants are: C(OP([C:9](OC)(OC)[CH2:10][CH2:11][C:12]1[CH:22]=[CH:21][C:15]([C:16]([O:18][CH2:19][CH3:20])=[O:17])=[CH:14][CH:13]=1)(OCC)=O)C.[Li]CCCC.[CH3:32][C:33]1([CH3:52])[CH:42]=[C:41]([C:43]2[CH:48]=[CH:47][C:46]([CH3:49])=[CH:45][CH:44]=2)[C:40]2[C:35](=[CH:36][CH:37]=[C:38]([CH:50]=O)[CH:39]=2)[O:34]1.Cl[Sn](Cl)(Cl)Cl. Given the product [CH2:19]([O:18][C:16](=[O:17])[C:15]1[CH:14]=[CH:13][C:12]([C:11]2[CH:50]=[CH:38][C:37]3[CH:36]=[C:35]4[C:40]([C:41]([C:43]5[CH:48]=[CH:47][C:46]([CH3:49])=[CH:45][CH:44]=5)=[CH:42][C:33]([CH3:52])([CH3:32])[O:34]4)=[CH:39][C:9]=3[CH:10]=2)=[CH:22][CH:21]=1)[CH3:20], predict the reactants needed to synthesize it. (5) Given the product [N:36]([CH2:25][C@H:23]1[O:22][C:21](=[O:27])[N:20]([C:17]2[CH:18]=[CH:19][C:14]([O:13][CH2:6][C:7]3[CH:12]=[CH:11][CH:10]=[CH:9][CH:8]=3)=[C:15]([F:28])[CH:16]=2)[CH2:24]1)=[N+:37]=[N-:38], predict the reactants needed to synthesize it. The reactants are: CS(Cl)(=O)=O.[CH2:6]([O:13][C:14]1[CH:19]=[CH:18][C:17]([N:20]2[CH2:24][C@H:23]([CH2:25]O)[O:22][C:21]2=[O:27])=[CH:16][C:15]=1[F:28])[C:7]1[CH:12]=[CH:11][CH:10]=[CH:9][CH:8]=1.C(N(CC)CC)C.[N-:36]=[N+:37]=[N-:38].[Na+]. (6) Given the product [Br:1][C:2]1[CH:20]=[CH:19][C:5]2[C:6](=[O:18])[N:7]([CH2:9][C:10]([N:11]3[CH2:16][CH2:15][N:14]([C:22]([O:24][C:25]4[CH:26]=[CH:27][C:28]([N+:31]([O-:33])=[O:32])=[CH:29][CH:30]=4)=[O:23])[CH2:13][CH2:12]3)=[O:17])[S:8][C:4]=2[CH:3]=1, predict the reactants needed to synthesize it. The reactants are: [Br:1][C:2]1[CH:20]=[CH:19][C:5]2[C:6](=[O:18])[N:7]([CH2:9][C:10](=[O:17])[N:11]3[CH2:16][CH2:15][NH:14][CH2:13][CH2:12]3)[S:8][C:4]=2[CH:3]=1.Cl[C:22]([O:24][C:25]1[CH:30]=[CH:29][C:28]([N+:31]([O-:33])=[O:32])=[CH:27][CH:26]=1)=[O:23]. (7) Given the product [C:1]([C:9]1[CH:33]=[CH:32][C:12]2[N:13]([CH2:17][CH2:18][O:19][C:20]3[CH:21]=[CH:22][C:23]([CH2:26][CH2:27][C:28]([OH:30])=[O:29])=[CH:24][CH:25]=3)[C:14](=[O:16])[S:15][C:11]=2[CH:10]=1)(=[O:8])[C:2]1[CH:3]=[CH:4][CH:5]=[CH:6][CH:7]=1, predict the reactants needed to synthesize it. The reactants are: [C:1]([C:9]1[CH:33]=[CH:32][C:12]2[N:13]([CH2:17][CH2:18][O:19][C:20]3[CH:25]=[CH:24][C:23]([CH2:26][CH2:27][C:28]([O:30]C)=[O:29])=[CH:22][CH:21]=3)[C:14](=[O:16])[S:15][C:11]=2[CH:10]=1)(=[O:8])[C:2]1[CH:7]=[CH:6][CH:5]=[CH:4][CH:3]=1. (8) The reactants are: [CH2:1]([O:8][C:9]([CH:11]([NH:29][C:30]([O:32][C:33]([CH3:36])([CH3:35])[CH3:34])=[O:31])[CH2:12][C:13]1[CH:28]=[CH:27][C:16]([O:17][C:18]2[CH:26]=[CH:25][C:21]([C:22](O)=[O:23])=[CH:20][CH:19]=2)=[CH:15][CH:14]=1)=[O:10])[C:2]1[CH:7]=[CH:6][CH:5]=[CH:4][CH:3]=1.CN1CCOCC1.CN([P+]([O:54][N:55]1N=NC2C=CC=CC1=2)(N(C)C)N(C)C)C.F[P-](F)(F)(F)(F)F.Cl.NO. Given the product [CH2:1]([O:8][C:9](=[O:10])[CH:11]([NH:29][C:30]([O:32][C:33]([CH3:34])([CH3:35])[CH3:36])=[O:31])[CH2:12][C:13]1[CH:14]=[CH:15][C:16]([O:17][C:18]2[CH:19]=[CH:20][C:21]([C:22](=[O:23])[NH:55][OH:54])=[CH:25][CH:26]=2)=[CH:27][CH:28]=1)[C:2]1[CH:3]=[CH:4][CH:5]=[CH:6][CH:7]=1, predict the reactants needed to synthesize it.